Dataset: Forward reaction prediction with 1.9M reactions from USPTO patents (1976-2016). Task: Predict the product of the given reaction. (1) The product is: [Cl:17][C:11]1[CH:12]=[C:13]([Cl:16])[CH:14]=[CH:15][C:10]=1[C:4]1[N:3]=[C:2]([NH:18][CH2:19][CH2:20][CH2:21][NH:22][C:23]2[CH:30]=[CH:29][C:26]([C:27]#[N:28])=[CH:25][N:24]=2)[C:7]([CH3:8])=[C:6]([CH3:9])[N:5]=1. Given the reactants Cl[C:2]1[C:7]([CH3:8])=[C:6]([CH3:9])[N:5]=[C:4]([C:10]2[CH:15]=[CH:14][C:13]([Cl:16])=[CH:12][C:11]=2[Cl:17])[N:3]=1.[NH2:18][CH2:19][CH2:20][CH2:21][NH:22][C:23]1[CH:30]=[CH:29][C:26]([C:27]#[N:28])=[CH:25][N:24]=1.NCCNC1C=CC(C#N)=CN=1, predict the reaction product. (2) The product is: [C:1]([C:3]1[CH:4]=[CH:5][C:6]([O:15][CH2:16][CH:17]([OH:18])[CH2:19][N:33]2[CH2:34][CH:35]3[CH2:37][CH:31]([CH2:30][N:29]([C:27]([NH:26][C:20]4[CH:25]=[CH:24][CH:23]=[CH:22][CH:21]=4)=[O:28])[CH2:36]3)[CH2:32]2)=[C:7]([C:8]([NH:10][CH:11]2[CH2:13][CH2:12]2)=[O:9])[CH:14]=1)#[N:2]. Given the reactants [C:1]([C:3]1[CH:4]=[CH:5][C:6]([O:15][CH2:16][CH:17]2[CH2:19][O:18]2)=[C:7]([CH:14]=1)[C:8]([NH:10][CH:11]1[CH2:13][CH2:12]1)=[O:9])#[N:2].[C:20]1([NH:26][C:27]([N:29]2[CH2:36][CH:35]3[CH2:37][CH:31]([CH2:32][NH:33][CH2:34]3)[CH2:30]2)=[O:28])[CH:25]=[CH:24][CH:23]=[CH:22][CH:21]=1.O.ClCCl, predict the reaction product. (3) Given the reactants Br[C:2]1[S:6][C:5]([C:7]([O:9][CH2:10][CH3:11])=[O:8])=[CH:4][CH:3]=1.[N:12]1[CH:17]=[CH:16][C:15](B(O)O)=[CH:14][CH:13]=1.C(=O)([O-])[O-].[Cs+].[Cs+], predict the reaction product. The product is: [N:12]1[CH:17]=[CH:16][C:15]([C:2]2[S:6][C:5]([C:7]([O:9][CH2:10][CH3:11])=[O:8])=[CH:4][CH:3]=2)=[CH:14][CH:13]=1. (4) Given the reactants [OH:1][CH2:2][C:3]1[CH:4]=[C:5]([CH2:11][CH:12]([O:18][CH:19]([CH3:21])[CH3:20])[C:13]([O:15]CC)=[O:14])[CH:6]=[CH:7][C:8]=1[O:9][CH3:10].[Cl:22][C:23]1[CH:28]=[CH:27][C:26]([N:29]=[C:30]=[O:31])=[CH:25][CH:24]=1, predict the reaction product. The product is: [Cl:22][C:23]1[CH:28]=[CH:27][C:26]([NH:29][C:30]([O:1][CH2:2][C:3]2[CH:4]=[C:5]([CH2:11][CH:12]([O:18][CH:19]([CH3:20])[CH3:21])[C:13]([OH:15])=[O:14])[CH:6]=[CH:7][C:8]=2[O:9][CH3:10])=[O:31])=[CH:25][CH:24]=1. (5) Given the reactants [Cl:1][C:2]1[C:7]([CH2:8][C:9]2[CH:14]=[CH:13][C:12]([CH2:15][CH3:16])=[CH:11][CH:10]=2)=[CH:6][C:5]([C@H:17]2[C@H:22]([OH:23])[C@@H:21]([OH:24])[C@H:20]([OH:25])[C@@H:19]([CH2:26][OH:27])[O:18]2)=[C:4]([CH2:28][O:29][CH2:30][CH:31](Br)[CH2:32]Br)[CH:3]=1.[OH-].[K+], predict the reaction product. The product is: [Cl:1][C:2]1[C:7]([CH2:8][C:9]2[CH:10]=[CH:11][C:12]([CH2:15][CH3:16])=[CH:13][CH:14]=2)=[CH:6][C:5]([C@H:17]2[C@H:22]([OH:23])[C@@H:21]([OH:24])[C@H:20]([OH:25])[C@@H:19]([CH2:26][OH:27])[O:18]2)=[C:4]([CH2:28][O:29][CH2:30][C:31]#[CH:32])[CH:3]=1. (6) Given the reactants [C:1]([O:5][C:6]([N:8]1[CH2:15][CH:14]2[CH:10]([CH2:11][NH:12][CH2:13]2)[CH2:9]1)=[O:7])([CH3:4])([CH3:3])[CH3:2].Br[C:17]1[CH:24]=[CH:23][CH:22]=[CH:21][C:18]=1[C:19]#[N:20].CC1(C)C2C(=C(P(C3C=CC=CC=3)C3C=CC=CC=3)C=CC=2)OC2C(P(C3C=CC=CC=3)C3C=CC=CC=3)=CC=CC1=2.CC(C)([O-])C.[Na+], predict the reaction product. The product is: [C:1]([O:5][C:6]([N:8]1[CH2:9][CH:10]2[CH:14]([CH2:13][N:12]([C:17]3[CH:24]=[CH:23][CH:22]=[CH:21][C:18]=3[C:19]#[N:20])[CH2:11]2)[CH2:15]1)=[O:7])([CH3:4])([CH3:2])[CH3:3]. (7) Given the reactants C(N(S(F)(F)[F:7])CC)C.[CH3:10][C:11]1[CH:16]=[C:15]([CH3:17])[C:14]([N:18]2[C:25]3[N:21]([N:22]=[C:23]([C:26]4[CH:27]=[N:28][CH:29]=[CH:30][CH:31]=4)[CH:24]=3)[CH:20]=[CH:19]2)=[CH:13][C:12]=1[NH:32][C:33](=[O:44])[C:34]1[CH:39]=[CH:38][CH:37]=[C:36]([C:40](O)([CH3:42])[CH3:41])[CH:35]=1.C(=O)(O)[O-].[Na+], predict the reaction product. The product is: [CH3:10][C:11]1[CH:16]=[C:15]([CH3:17])[C:14]([N:18]2[C:25]3[N:21]([N:22]=[C:23]([C:26]4[CH:27]=[N:28][CH:29]=[CH:30][CH:31]=4)[CH:24]=3)[CH:20]=[CH:19]2)=[CH:13][C:12]=1[NH:32][C:33](=[O:44])[C:34]1[CH:39]=[CH:38][CH:37]=[C:36]([C:40]([F:7])([CH3:42])[CH3:41])[CH:35]=1.